From a dataset of Full USPTO retrosynthesis dataset with 1.9M reactions from patents (1976-2016). Predict the reactants needed to synthesize the given product. (1) Given the product [Cl:18][C:11]1[CH2:16][CH2:15][CH2:14][CH2:13][C:12]=1[C:5]#[N:2], predict the reactants needed to synthesize it. The reactants are: C[N:2]([CH3:5])C=O.P(Cl)(Cl)(Cl)=O.[C:11]1(=O)[CH2:16][CH2:15][CH2:14][CH2:13][CH2:12]1.[ClH:18].NO. (2) Given the product [CH3:15][O:14][C:9]1[CH:10]=[CH:11][CH:12]=[CH:13][C:8]=1[C:6]1[CH:5]=[CH:4][N:3]=[C:2]([NH:16][C:17]2[CH:22]=[CH:21][CH:20]=[CH:19][CH:18]=2)[CH:7]=1, predict the reactants needed to synthesize it. The reactants are: F[C:2]1[CH:7]=[C:6]([C:8]2[CH:13]=[CH:12][CH:11]=[CH:10][C:9]=2[O:14][CH3:15])[CH:5]=[CH:4][N:3]=1.[NH2:16][C:17]1[CH:22]=[CH:21][CH:20]=[CH:19][CH:18]=1. (3) Given the product [Cl:1][C:2]1[CH:3]=[C:4]([CH:27]=[CH:28][CH:29]=1)[NH:5][C:6]1[CH:18]=[C:17]([CH2:19][CH2:20][C:21]2[CH:22]=[CH:23][CH:24]=[CH:25][CH:26]=2)[CH:16]=[CH:15][C:7]=1[C:8]([OH:10])=[O:9], predict the reactants needed to synthesize it. The reactants are: [Cl:1][C:2]1[CH:3]=[C:4]([CH:27]=[CH:28][CH:29]=1)[NH:5][C:6]1[CH:18]=[C:17]([CH2:19][CH2:20][C:21]2[CH:26]=[CH:25][CH:24]=[CH:23][CH:22]=2)[CH:16]=[CH:15][C:7]=1[C:8]([O:10]C(C)(C)C)=[O:9]. (4) Given the product [F:24][CH:2]([F:1])[C:3]1[N:8]2[N:9]=[CH:10][C:11]([C:12]#[C:13][C:26]3[CH:31]=[CH:30][C:29]([S:32]([N:35]4[CH2:36][CH2:37][O:38][CH2:39][CH2:40]4)(=[O:33])=[O:34])=[CH:28][CH:27]=3)=[C:7]2[N:6]=[C:5]([C:14]2[CH:19]=[CH:18][C:17]([C:20]([F:23])([F:22])[F:21])=[CH:16][CH:15]=2)[CH:4]=1, predict the reactants needed to synthesize it. The reactants are: [F:1][CH:2]([F:24])[C:3]1[N:8]2[N:9]=[CH:10][C:11]([C:12]#[CH:13])=[C:7]2[N:6]=[C:5]([C:14]2[CH:19]=[CH:18][C:17]([C:20]([F:23])([F:22])[F:21])=[CH:16][CH:15]=2)[CH:4]=1.Br[C:26]1[CH:31]=[CH:30][C:29]([S:32]([N:35]2[CH2:40][CH2:39][O:38][CH2:37][CH2:36]2)(=[O:34])=[O:33])=[CH:28][CH:27]=1. (5) The reactants are: [CH2:1]([O:3][C:4](=[O:24])[CH2:5][C@@H:6]([NH:13][C:14]1[C:19]([N+:20]([O-])=O)=[CH:18][CH:17]=[C:16]([CH3:23])[N:15]=1)[C:7]1[CH:12]=[CH:11][CH:10]=[CH:9][CH:8]=1)[CH3:2]. Given the product [CH2:1]([O:3][C:4](=[O:24])[CH2:5][C@@H:6]([NH:13][C:14]1[C:19]([NH2:20])=[CH:18][CH:17]=[C:16]([CH3:23])[N:15]=1)[C:7]1[CH:8]=[CH:9][CH:10]=[CH:11][CH:12]=1)[CH3:2], predict the reactants needed to synthesize it. (6) Given the product [Br:7][C:8]1[CH:9]=[C:10]([CH2:14][CH2:15][OH:16])[CH:11]=[CH:12][CH:13]=1, predict the reactants needed to synthesize it. The reactants are: [H-].[Al+3].[Li+].[H-].[H-].[H-].[Br:7][C:8]1[CH:9]=[C:10]([CH2:14][C:15](O)=[O:16])[CH:11]=[CH:12][CH:13]=1.O.[C@H](O)(C([O-])=O)[C@@H](O)C([O-])=O.[Na+].[K+]. (7) The reactants are: [CH3:1][O-:2].[Na+].Br[C:5]1[C:10]([Br:11])=[CH:9][C:8]([Br:12])=[CH:7][N:6]=1. Given the product [Br:11][C:10]1[C:5]([O:2][CH3:1])=[N:6][CH:7]=[C:8]([Br:12])[CH:9]=1, predict the reactants needed to synthesize it. (8) Given the product [ClH:31].[S:1]1[CH:5]=[C:4]([C:6]2[CH:11]=[CH:10][C:9]([C:12]3[N:16]([C:17]4[CH:18]=[CH:19][C:20]([S:23]([NH2:26])(=[O:24])=[O:25])=[N:21][CH:22]=4)[N:15]=[C:14]([C:27]([F:28])([F:29])[F:30])[CH:13]=3)=[CH:8][CH:7]=2)[N:3]=[CH:2]1, predict the reactants needed to synthesize it. The reactants are: [S:1]1[CH:5]=[C:4]([C:6]2[CH:11]=[CH:10][C:9]([C:12]3[N:16]([C:17]4[CH:18]=[CH:19][C:20]([S:23]([NH2:26])(=[O:25])=[O:24])=[N:21][CH:22]=4)[N:15]=[C:14]([C:27]([F:30])([F:29])[F:28])[CH:13]=3)=[CH:8][CH:7]=2)[N:3]=[CH:2]1.[ClH:31]. (9) Given the product [CH3:1][O:2][C:3]1[C:8]([O:9][CH3:10])=[C:7]([O:13][CH3:12])[CH:6]=[CH:5][C:4]=1[SH:11], predict the reactants needed to synthesize it. The reactants are: [CH3:1][O:2][C:3]1[C:8]([O:9][CH3:10])=[CH:7][CH:6]=[CH:5][C:4]=1[SH:11].[CH3:12][O:13]C1C(OC)=C(OC)C=CC=1.